From a dataset of Peptide-MHC class II binding affinity with 134,281 pairs from IEDB. Regression. Given a peptide amino acid sequence and an MHC pseudo amino acid sequence, predict their binding affinity value. This is MHC class II binding data. (1) The binding affinity (normalized) is 0.259. The peptide sequence is WCYYAAAQKEVSGVK. The MHC is DRB1_0404 with pseudo-sequence DRB1_0404. (2) The peptide sequence is GELQIVDKDDAAFKI. The MHC is DRB1_1201 with pseudo-sequence DRB1_1201. The binding affinity (normalized) is 0.290. (3) The peptide sequence is GFFTSVGKGIHTVFG. The MHC is DRB1_0404 with pseudo-sequence DRB1_0404. The binding affinity (normalized) is 0.260. (4) The peptide sequence is AFKSAATAANAAPAN. The MHC is DRB1_0701 with pseudo-sequence DRB1_0701. The binding affinity (normalized) is 0.378.